Dataset: Full USPTO retrosynthesis dataset with 1.9M reactions from patents (1976-2016). Task: Predict the reactants needed to synthesize the given product. (1) The reactants are: Cl.[NH:2]([CH:4]1[CH2:9][CH2:8][CH:7]([OH:10])[CH2:6][CH2:5]1)[NH2:3].[CH2:11]([O:13][C:14](=[O:26])[C:15](=[CH:22][N:23](C)C)[C:16](=O)[C:17]([F:20])([F:19])[F:18])[CH3:12].C([O-])(=O)C.[Na+]. Given the product [CH2:11]([O:13][C:14]([C:15]1[CH:22]=[N:3][N:2]([C@H:4]2[CH2:9][CH2:8][C@@H:7]([OH:10])[CH2:6][CH2:5]2)[C:16]=1[C:17]([F:18])([F:19])[F:20])=[O:26])[CH3:12].[CH2:11]([O:13][C:14]([C:15]1[CH:22]=[N:23][N:2]([C@H:4]2[CH2:9][CH2:8][C@H:7]([OH:10])[CH2:6][CH2:5]2)[C:16]=1[C:17]([F:20])([F:19])[F:18])=[O:26])[CH3:12], predict the reactants needed to synthesize it. (2) Given the product [F:1][C@@H:2]1[C@@H:6]([CH2:7][O:8][C:41](=[O:42])[CH2:40][CH:39]([CH2:38][O:37][C:35](=[O:36])[C@H:31]([CH:32]([CH3:33])[CH3:34])[NH:30][C:28]([O:27][CH2:20][C:21]2[CH:26]=[CH:25][CH:24]=[CH:23][CH:22]=2)=[O:29])[CH2:44][O:45][C:46](=[O:64])[CH2:47][CH2:48][CH2:49][CH2:50][CH2:51][CH2:52][CH2:53][CH2:54][CH2:55][CH2:56][CH2:57][CH2:58][CH2:59][CH2:60][CH2:61][CH2:62][CH3:63])[O:5][C@@H:4]([N:9]2[C:19]3[N:18]=[C:16]([NH2:17])[NH:15][C:13](=[O:14])[C:12]=3[N:11]=[CH:10]2)[CH2:3]1, predict the reactants needed to synthesize it. The reactants are: [F:1][C@@H:2]1[C@@H:6]([CH2:7][OH:8])[O:5][C@@H:4]([N:9]2[C:19]3[N:18]=[C:16]([NH2:17])[NH:15][C:13](=[O:14])[C:12]=3[N:11]=[CH:10]2)[CH2:3]1.[CH2:20]([O:27][C:28]([NH:30][C@H:31]([C:35]([O:37][CH2:38][CH:39]([CH2:44][O:45][C:46](=[O:64])[CH2:47][CH2:48][CH2:49][CH2:50][CH2:51][CH2:52][CH2:53][CH2:54][CH2:55][CH2:56][CH2:57][CH2:58][CH2:59][CH2:60][CH2:61][CH2:62][CH3:63])[CH2:40][C:41](O)=[O:42])=[O:36])[CH:32]([CH3:34])[CH3:33])=[O:29])[C:21]1[CH:26]=[CH:25][CH:24]=[CH:23][CH:22]=1.CN(C1C=CC=CN=1)C.C1CCC(N=C=NC2CCCCC2)CC1.